From a dataset of Reaction yield outcomes from USPTO patents with 853,638 reactions. Predict the reaction yield, written as a fraction of the theoretical maximum amount of product (1.0 means a 100% yield; for example, 0.34 means a 34% yield). (1) The product is [CH3:15][C@@H:16]1[CH2:20][CH2:19][CH2:18][N:17]1[CH2:21][CH2:22][C:23]1[CH:28]=[CH:27][C:26]([C:2]2[CH:7]=[CH:6][C:5]([S:8]([CH2:11][CH:12]([CH3:14])[CH3:13])(=[O:10])=[O:9])=[CH:4][CH:3]=2)=[CH:25][CH:24]=1. The yield is 0.410. No catalyst specified. The reactants are Br[C:2]1[CH:7]=[CH:6][C:5]([S:8]([CH2:11][CH:12]([CH3:14])[CH3:13])(=[O:10])=[O:9])=[CH:4][CH:3]=1.[CH3:15][C@@H:16]1[CH2:20][CH2:19][CH2:18][N:17]1[CH2:21][CH2:22][C:23]1[CH:28]=[CH:27][C:26](B(O)O)=[CH:25][CH:24]=1. (2) The reactants are C(N[CH:5]([CH3:7])[CH3:6])(C)C.C([Li])CCC.[CH3:13][O:14][CH:15]([CH3:20])[C:16]([O:18][CH3:19])=[O:17].[Br:21]C(CBr)=C. The catalyst is C1COCC1. The product is [Br:21][C:5](=[CH2:6])[CH2:7][C:15]([O:14][CH3:13])([CH3:20])[C:16]([O:18][CH3:19])=[O:17]. The yield is 0.984. (3) The product is [C:21]([C:25]1[CH:29]=[C:28]([NH:30][C:31]([NH:1][C:2]2[CH:20]=[CH:19][CH:18]=[C:4]([O:5][C:6]3[C:15]4[N:14]=[C:13]([CH3:16])[C:12](=[O:17])[NH:11][C:10]=4[N:9]=[CH:8][CH:7]=3)[CH:3]=2)=[O:32])[N:27]([C:33]2[CH:38]=[CH:37][C:36]([CH3:39])=[CH:35][CH:34]=2)[N:26]=1)([CH3:24])([CH3:23])[CH3:22]. No catalyst specified. The yield is 0.570. The reactants are [NH2:1][C:2]1[CH:3]=[C:4]([CH:18]=[CH:19][CH:20]=1)[O:5][C:6]1[C:15]2[N:14]=[C:13]([CH3:16])[C:12](=[O:17])[NH:11][C:10]=2[N:9]=[CH:8][CH:7]=1.[C:21]([C:25]1[CH:29]=[C:28]([N:30]=[C:31]=[O:32])[N:27]([C:33]2[CH:38]=[CH:37][C:36]([CH3:39])=[CH:35][CH:34]=2)[N:26]=1)([CH3:24])([CH3:23])[CH3:22]. (4) The reactants are [C:1]([C@@H:3]1[CH2:7][CH2:6][N:5]([C:8]([O:10]C(C)(C)C)=O)[CH2:4]1)#[N:2].Cl.O1CCOCC1.C(N(CC)[CH:26]([CH3:28])[CH3:27])(C)C.C1(C(Cl)=O)CC1. The catalyst is C(O)C.C(Cl)(Cl)Cl. The product is [CH:26]1([C:8]([N:5]2[CH2:6][CH2:7][C@@H:3]([C:1]#[N:2])[CH2:4]2)=[O:10])[CH2:28][CH2:27]1. The yield is 0.970. (5) The reactants are Cl[C:2]1[CH:11]=[CH:10][N:9]=[C:8]2[C:3]=1[C:4]1[CH:16]=[CH:15][CH:14]=[CH:13][C:5]=1[C:6](=[O:12])[NH:7]2.[C:17]([C:19]1[CH:23]=[CH:22][S:21][CH:20]=1)#[CH:18]. No catalyst specified. The product is [S:21]1[CH:22]=[CH:23][C:19]([C:17]#[C:18][C:2]2[CH:11]=[CH:10][N:9]=[C:8]3[C:3]=2[C:4]2[CH:16]=[CH:15][CH:14]=[CH:13][C:5]=2[C:6](=[O:12])[NH:7]3)=[CH:20]1. The yield is 0.710. (6) The reactants are [NH2:1][C:2]1[CH:10]=[CH:9][C:8]([Br:11])=[CH:7][C:3]=1[C:4]([NH2:6])=[O:5].[Si:12]([O:19][CH2:20][CH2:21][O:22][C:23]1[CH:30]=[CH:29][C:26]([CH:27]=O)=[CH:25][C:24]=1[CH3:31])([C:15]([CH3:18])([CH3:17])[CH3:16])([CH3:14])[CH3:13].OS([O-])=O.[Na+].[CH3:37]C1C=CC(S(O)(=O)=O)=CC=1.O. The catalyst is CC(N(C)C)=O.O. The product is [Br:11][C:8]1[CH:7]=[C:3]2[C:2](=[CH:10][CH:9]=1)[N:1]=[C:27]([C:26]1[CH:25]=[C:24]([CH3:31])[C:23]([O:22][CH2:21][CH2:20][OH:19])=[C:30]([CH3:37])[CH:29]=1)[NH:6][C:4]2=[O:5].[Br:11][C:8]1[CH:7]=[C:3]2[C:2](=[CH:10][CH:9]=1)[N:1]=[C:27]([C:26]1[CH:29]=[C:30]([CH3:37])[C:23]([O:22][CH2:21][CH2:20][O:19][Si:12]([C:15]([CH3:18])([CH3:17])[CH3:16])([CH3:14])[CH3:13])=[C:24]([CH3:31])[CH:25]=1)[NH:6][C:4]2=[O:5]. The yield is 0.220. (7) The reactants are [S:1]1[C:5]2[CH:6]=[C:7]([C:10]3[S:14][C:13]([NH2:15])=[N:12][N:11]=3)[CH:8]=[CH:9][C:4]=2[CH:3]=[N:2]1.[CH3:16][C:17]([O:20][C:21](O[C:21]([O:20][C:17]([CH3:19])([CH3:18])[CH3:16])=[O:22])=[O:22])([CH3:19])[CH3:18].[Li+].[Br-]. The catalyst is CN(C1C=CN=CC=1)C.CC#N. The product is [S:1]1[C:5]2[CH:6]=[C:7]([C:10]3[S:14][C:13]([NH:15][C:21](=[O:22])[O:20][C:17]([CH3:19])([CH3:18])[CH3:16])=[N:12][N:11]=3)[CH:8]=[CH:9][C:4]=2[CH:3]=[N:2]1. The yield is 0.520. (8) The yield is 0.840. No catalyst specified. The reactants are [CH:1](=[O:8])[C:2]1[CH:7]=[CH:6][CH:5]=[CH:4][CH:3]=1.[N+:9]([CH3:12])([O-:11])=[O:10]. The product is [C:2]1([C@H:1]([OH:8])[CH2:12][N+:9]([O-:11])=[O:10])[CH:7]=[CH:6][CH:5]=[CH:4][CH:3]=1. (9) The reactants are [Br:1][CH2:2][CH2:3][CH2:4][N:5]1[C:13]([O:14]C)=[N:12][C:11]2[C:6]1=[N:7][C:8]([O:17][CH2:18][CH2:19][CH2:20][CH3:21])=[N:9][C:10]=2[NH2:16].Cl.O1CCOCC1.N. The catalyst is CO. The product is [NH2:16][C:10]1[N:9]=[C:8]([O:17][CH2:18][CH2:19][CH2:20][CH3:21])[N:7]=[C:6]2[C:11]=1[NH:12][C:13](=[O:14])[N:5]2[CH2:4][CH2:3][CH2:2][Br:1]. The yield is 0.920. (10) The reactants are [C:1]([O:5][C:6]([N:8]1[CH2:12][CH2:11][C@H:10]([O:13][C:14]2[C:15]3[CH2:23][NH:22][CH2:21][CH2:20][C:16]=3[N:17]=[CH:18][N:19]=2)[CH2:9]1)=[O:7])([CH3:4])([CH3:3])[CH3:2].Br[C:25]1[CH:26]=[C:27]([O:33][CH3:34])[C:28]([O:31][CH3:32])=[N:29][CH:30]=1.CC(C)([O-])C.[Na+]. The catalyst is C1C=CC(/C=C/C(/C=C/C2C=CC=CC=2)=O)=CC=1.C1C=CC(/C=C/C(/C=C/C2C=CC=CC=2)=O)=CC=1.C1C=CC(/C=C/C(/C=C/C2C=CC=CC=2)=O)=CC=1.[Pd].[Pd].C(P(C(C)(C)C)C1C=CC=CC=1C1C=CC=CC=1N(C)C)(C)(C)C.C1(C)C=CC=CC=1. The product is [C:1]([O:5][C:6]([N:8]1[CH2:12][CH2:11][C@H:10]([O:13][C:14]2[C:15]3[CH2:23][N:22]([C:25]4[CH:30]=[N:29][C:28]([O:31][CH3:32])=[C:27]([O:33][CH3:34])[CH:26]=4)[CH2:21][CH2:20][C:16]=3[N:17]=[CH:18][N:19]=2)[CH2:9]1)=[O:7])([CH3:4])([CH3:2])[CH3:3]. The yield is 0.740.